Dataset: Peptide-MHC class II binding affinity with 134,281 pairs from IEDB. Task: Regression. Given a peptide amino acid sequence and an MHC pseudo amino acid sequence, predict their binding affinity value. This is MHC class II binding data. The peptide sequence is SQDLELSWNLNGQQAY. The MHC is DRB1_0401 with pseudo-sequence DRB1_0401. The binding affinity (normalized) is 0.637.